From a dataset of Full USPTO retrosynthesis dataset with 1.9M reactions from patents (1976-2016). Predict the reactants needed to synthesize the given product. (1) Given the product [NH2:8][CH2:9][CH2:10][CH2:11][CH:12]([CH2:18][C:19]1[N:20]=[CH:21][N:22]([CH:24]2[CH2:29][CH2:28][CH2:27][C:26]([CH3:31])([CH3:30])[CH2:25]2)[CH:23]=1)[C:13]([OH:15])=[O:14], predict the reactants needed to synthesize it. The reactants are: C(OC([NH:8][CH2:9][CH2:10][CH2:11][CH:12]([CH2:18][C:19]1[N:20]=[CH:21][N:22]([CH:24]2[CH2:29][CH2:28][CH2:27][C:26]([CH3:31])([CH3:30])[CH2:25]2)[CH:23]=1)[C:13]([O:15]CC)=[O:14])=O)(C)(C)C. (2) Given the product [S:11]1[CH:15]=[CH:14][C:13]([CH2:16][CH2:17][CH:18]=[O:19])=[CH:12]1, predict the reactants needed to synthesize it. The reactants are: C(Cl)(=O)C(Cl)=O.CS(C)=O.[S:11]1[CH:15]=[CH:14][C:13]([CH2:16][CH2:17][CH2:18][OH:19])=[CH:12]1.C([O-])(O)=O.[Na+]. (3) Given the product [CH3:1][O:2][C:3]1[C:4]2[N:5]([C:11]([C:32]3[CH:37]=[CH:36][CH:35]=[CH:34][CH:33]=3)=[C:12]([C:14]3[CH:19]=[CH:18][C:17]([C:20]4([NH2:24])[CH2:23][CH2:22][CH2:21]4)=[CH:16][CH:15]=3)[N:13]=2)[N:6]=[C:7]([CH:9]=[CH2:10])[CH:8]=1, predict the reactants needed to synthesize it. The reactants are: [CH3:1][O:2][C:3]1[C:4]2[N:5]([C:11]([C:32]3[CH:37]=[CH:36][CH:35]=[CH:34][CH:33]=3)=[C:12]([C:14]3[CH:19]=[CH:18][C:17]([C:20]4([NH:24]C(=O)OC(C)(C)C)[CH2:23][CH2:22][CH2:21]4)=[CH:16][CH:15]=3)[N:13]=2)[N:6]=[C:7]([CH:9]=[CH2:10])[CH:8]=1.FC(F)(F)S(O)(=O)=O.[OH-].[Na+]. (4) The reactants are: [CH3:1][C:2]1[CH:20]=[CH:19][C:5]([C:6]([NH:8][C:9]2[S:10][C:11]3[CH:17]=[C:16]([CH3:18])[CH:15]=[CH:14][C:12]=3[N:13]=2)=[O:7])=[CH:4][CH:3]=1.C(=O)([O-])[O-].[K+].[K+].Br[CH:28]([CH2:34][CH3:35])[C:29]([O:31][CH2:32][CH3:33])=[O:30]. Given the product [CH3:1][C:2]1[CH:3]=[CH:4][C:5]([C:6]([N:8]=[C:9]2[N:13]([CH:28]([CH2:34][CH3:35])[C:29]([O:31][CH2:32][CH3:33])=[O:30])[C:12]3[CH:14]=[CH:15][C:16]([CH3:18])=[CH:17][C:11]=3[S:10]2)=[O:7])=[CH:19][CH:20]=1, predict the reactants needed to synthesize it. (5) Given the product [ClH:4].[CH:15]1([N:19]2[CH2:25][CH2:24][C:23]3[CH:26]=[C:27]([CH2:30][NH:31][C:1]([N:47]4[CH2:48][CH2:49][C:45]([F:50])([F:44])[CH2:46]4)=[O:12])[CH:28]=[CH:29][C:22]=3[CH2:21][CH2:20]2)[CH2:18][CH2:17][CH2:16]1, predict the reactants needed to synthesize it. The reactants are: [C:1](=[O:12])(OC(Cl)(Cl)Cl)OC(Cl)(Cl)[Cl:4].Cl.Cl.[CH:15]1([N:19]2[CH2:25][CH2:24][C:23]3[CH:26]=[C:27]([CH2:30][NH2:31])[CH:28]=[CH:29][C:22]=3[CH2:21][CH2:20]2)[CH2:18][CH2:17][CH2:16]1.C1CCN2C(=NCCC2)CC1.Cl.[F:44][C:45]1([F:50])[CH2:49][CH2:48][NH:47][CH2:46]1.Cl. (6) Given the product [C:19]1([C:18]#[C:17]/[CH:16]=[CH:15]/[CH2:14][OH:13])[CH:24]=[CH:23][CH:22]=[CH:21][CH:20]=1, predict the reactants needed to synthesize it. The reactants are: [H-].C([Al+]CC(C)C)C(C)C.C([O:13][C:14](=O)/[CH:15]=[CH:16]/[C:17]#[C:18][C:19]1[CH:24]=[CH:23][CH:22]=[CH:21][CH:20]=1)C. (7) Given the product [CH2:50]([O:49][C:47]([C:16]1([C:17]2[CH:18]=[CH:19][C:20]([Cl:23])=[CH:21][CH:22]=2)[C:15]2[C:11](=[N:12][N:13]([C:27]3[CH:32]=[CH:31][CH:30]=[CH:29][C:28]=3[O:33][CH3:34])[C:14]=2[CH:24]([CH3:26])[CH3:25])[C:10](=[O:35])[N:9]1[C:4]1[CH:5]=[CH:6][C:7]([F:8])=[C:2]([Cl:1])[CH:3]=1)=[O:48])[CH3:51], predict the reactants needed to synthesize it. The reactants are: [Cl:1][C:2]1[CH:3]=[C:4]([N:9]2[CH:16]([C:17]3[CH:22]=[CH:21][C:20]([Cl:23])=[CH:19][CH:18]=3)[C:15]3[C:11](=[N:12][N:13]([C:27]4[CH:32]=[CH:31][CH:30]=[CH:29][C:28]=4[O:33][CH3:34])[C:14]=3[CH:24]([CH3:26])[CH3:25])[C:10]2=[O:35])[CH:5]=[CH:6][C:7]=1[F:8].C[Si]([N-][Si](C)(C)C)(C)C.[K+].Cl[C:47]([O:49][CH2:50][CH3:51])=[O:48].